From a dataset of Forward reaction prediction with 1.9M reactions from USPTO patents (1976-2016). Predict the product of the given reaction. (1) Given the reactants ON[C:3]([C@H]1[C@@](O)(C)CCCN1S(C1C=CC(OCC2C=CC(F)=CC=2Cl)=CC=1)(=O)=O)=O.ONC(C1(NS(C2C=CC(OC3C=CC(F)=CC=3)=CC=2)(=O)=O)CCOCC1)=O.[F:60][C:61]1[CH:90]=[CH:89][C:64]([O:65][C:66]2[CH:71]=[CH:70][C:69]([S:72]([N:75]([C:81]3([C:85](=[O:88])[NH:86][OH:87])[CH2:84][CH2:83][CH2:82]3)[CH2:76][CH2:77][C:78]([OH:80])=[O:79])(=[O:74])=[O:73])=[CH:68][CH:67]=2)=[CH:63][CH:62]=1, predict the reaction product. The product is: [F:60][C:61]1[CH:62]=[CH:63][C:64]([O:65][C:66]2[CH:71]=[CH:70][C:69]([S:72]([N:75]([C:81]3([C:85](=[O:88])[NH:86][OH:87])[CH2:84][CH2:83][CH2:82][CH2:3]3)[CH2:76][CH2:77][C:78]([OH:80])=[O:79])(=[O:74])=[O:73])=[CH:68][CH:67]=2)=[CH:89][CH:90]=1. (2) Given the reactants Br[C:2]1[C:3]([C:14]2[S:15][CH:16]=[C:17]([C:19]3[CH:24]=[CH:23][CH:22]=[CH:21][N:20]=3)[N:18]=2)=[CH:4][C:5]([NH:8][C:9]([NH:11][CH2:12][CH3:13])=[O:10])=[N:6][CH:7]=1.C1([Li])C=CC=CC=1.C(OCCCC)CCC.[Li]CCCC.[B:46](OC)([O:49]C)[O:47]C.Cl.[OH-].[Na+], predict the reaction product. The product is: [CH2:12]([NH:11][C:9](=[O:10])[NH:8][C:5]1[N:6]=[CH:7][C:2]([B:46]([OH:49])[OH:47])=[C:3]([C:14]2[S:15][CH:16]=[C:17]([C:19]3[CH:24]=[CH:23][CH:22]=[CH:21][N:20]=3)[N:18]=2)[CH:4]=1)[CH3:13]. (3) Given the reactants [N:1]1[CH:6]=[CH:5][C:4]([C:7]2[CH:15]=[CH:14][C:10]([C:11]([OH:13])=O)=[CH:9][CH:8]=2)=[CH:3][CH:2]=1.C(Cl)(=O)C(Cl)=O.[OH:22][CH2:23][CH:24]1[CH2:29][N:28]([S:30]([C:33]2[CH:42]=[CH:41][C:40]3[C:35](=[CH:36][CH:37]=[C:38]([Br:43])[CH:39]=3)[CH:34]=2)(=[O:32])=[O:31])[CH2:27][CH2:26][NH:25]1.C(N(CC)CC)C, predict the reaction product. The product is: [Br:43][C:38]1[CH:39]=[C:40]2[C:35](=[CH:36][CH:37]=1)[CH:34]=[C:33]([S:30]([N:28]1[CH2:27][CH2:26][N:25]([C:11](=[O:13])[C:10]3[CH:9]=[CH:8][C:7]([C:4]4[CH:3]=[CH:2][N:1]=[CH:6][CH:5]=4)=[CH:15][CH:14]=3)[CH:24]([CH2:23][OH:22])[CH2:29]1)(=[O:32])=[O:31])[CH:42]=[CH:41]2. (4) Given the reactants [NH2:1][C@@H:2]1[CH2:6][N:5]([CH2:7][C:8]2[CH:13]=[CH:12][CH:11]=[CH:10][CH:9]=2)[CH2:4][C@H:3]1[NH:14][C:15](=[O:21])[O:16][C:17]([CH3:20])([CH3:19])[CH3:18].C(N(CC)CC)C.[N+:29]([C:32]1[CH:37]=[CH:36][C:35]([S:38](Cl)(=[O:40])=[O:39])=[CH:34][CH:33]=1)([O-:31])=[O:30], predict the reaction product. The product is: [CH2:7]([N:5]1[CH2:6][C@@H:2]([NH:1][S:38]([C:35]2[CH:34]=[CH:33][C:32]([N+:29]([O-:31])=[O:30])=[CH:37][CH:36]=2)(=[O:39])=[O:40])[C@H:3]([NH:14][C:15](=[O:21])[O:16][C:17]([CH3:18])([CH3:20])[CH3:19])[CH2:4]1)[C:8]1[CH:13]=[CH:12][CH:11]=[CH:10][CH:9]=1. (5) Given the reactants [CH3:1][O:2][C:3]([C:5]1[C:13]([NH:14][C:15]2[CH:20]=[CH:19][CH:18]=[CH:17][CH:16]=2)=[C:12]([F:21])[C:8]2[N:9]=[CH:10][NH:11][C:7]=2[CH:6]=1)=[O:4].C1COCC1.C1C(=O)N([I:34])C(=O)C1, predict the reaction product. The product is: [CH3:1][O:2][C:3]([C:5]1[C:13]([NH:14][C:15]2[CH:16]=[CH:17][C:18]([I:34])=[CH:19][CH:20]=2)=[C:12]([F:21])[C:8]2[N:9]=[CH:10][NH:11][C:7]=2[CH:6]=1)=[O:4]. (6) Given the reactants [F:1][C:2]1[CH:3]=[C:4]([C:9](=O)[CH2:10][CH2:11][C:12]([CH3:18])([CH3:17])[C:13](OC)=[O:14])[CH:5]=[C:6]([F:8])[CH:7]=1.CC([S@@]([NH2:26])=O)(C)C.[BH4-].[Na+].CO, predict the reaction product. The product is: [F:1][C:2]1[CH:3]=[C:4]([C@H:9]2[NH:26][C:13](=[O:14])[C:12]([CH3:18])([CH3:17])[CH2:11][CH2:10]2)[CH:5]=[C:6]([F:8])[CH:7]=1.